From a dataset of Reaction yield outcomes from USPTO patents with 853,638 reactions. Predict the reaction yield, written as a fraction of the theoretical maximum amount of product (1.0 means a 100% yield; for example, 0.34 means a 34% yield). (1) The reactants are [C:1]1([C:7]#[CH:8])[CH:6]=[CH:5][CH:4]=[CH:3][CH:2]=1.C([Li])CCC.C(#N)[C:15]1[CH:20]=[CH:19][CH:18]=[CH:17][CH:16]=1.CCCCCCCCCCCCC. The catalyst is C1COCC1.[Cl-].[Cl-].[Zn+2]. The product is [C:1]1([C:7]#[C:8][C:15]2[CH:20]=[CH:19][CH:18]=[CH:17][CH:16]=2)[CH:6]=[CH:5][CH:4]=[CH:3][CH:2]=1. The yield is 0.580. (2) The reactants are C(OCCCC)CCC.[C:10]1([Li])[CH:15]=[CH:14][CH:13]=[CH:12][CH:11]=1.C(OCC)C.[C:22]1([CH3:41])[CH:27]=[CH:26][C:25]([C:28]2[C:33]([C:34]3[CH:39]=[CH:38][C:37]([CH3:40])=[CH:36][CH:35]=3)=[N:32][CH:31]=[CH:30][N:29]=2)=[CH:24][CH:23]=1. The catalyst is O. The product is [C:10]1([C:31]2[N:32]=[C:33]([C:34]3[CH:35]=[CH:36][C:37]([CH3:40])=[CH:38][CH:39]=3)[C:28]([C:25]3[CH:24]=[CH:23][C:22]([CH3:41])=[CH:27][CH:26]=3)=[N:29][CH:30]=2)[CH:15]=[CH:14][CH:13]=[CH:12][CH:11]=1. The yield is 0.220. (3) The reactants are N([O-])=O.[Na+].N[C@H:6]([CH2:10][C:11]([CH3:14])([CH3:13])[CH3:12])[C:7]([OH:9])=[O:8].S(=O)(=O)(O)[OH:16].[Cl-].[Na+]. The catalyst is O. The product is [OH:16][C@H:6]([CH2:10][C:11]([CH3:14])([CH3:13])[CH3:12])[C:7]([OH:9])=[O:8]. The yield is 0.540.